Task: Predict the reaction yield, written as a fraction of the theoretical maximum amount of product (1.0 means a 100% yield; for example, 0.34 means a 34% yield).. Dataset: Reaction yield outcomes from USPTO patents with 853,638 reactions The reactants are [Br:1][C:2]1[C:3]([F:11])=[C:4]2[CH:10]=[CH:9][NH:8][C:5]2=[N:6][CH:7]=1.[N+:12]([O-])([OH:14])=[O:13]. No catalyst specified. The product is [Br:1][C:2]1[C:3]([F:11])=[C:4]2[C:10]([N+:12]([O-:14])=[O:13])=[CH:9][NH:8][C:5]2=[N:6][CH:7]=1. The yield is 0.760.